Task: Predict which catalyst facilitates the given reaction.. Dataset: Catalyst prediction with 721,799 reactions and 888 catalyst types from USPTO (1) Reactant: O[C:2]([C:5]1[CH:6]=[C:7]([O:22][C:23]([F:26])([F:25])[F:24])[CH:8]=[C:9]2[C:14]=1[O:13][CH:12]([C:15]([F:18])([F:17])[F:16])[C:11]([C:19]([OH:21])=[O:20])=[CH:10]2)([CH3:4])[CH3:3].C([SiH](CC)CC)C.C(O)(C(F)(F)F)=O. The catalyst class is: 2. Product: [CH:2]([C:5]1[CH:6]=[C:7]([O:22][C:23]([F:26])([F:24])[F:25])[CH:8]=[C:9]2[C:14]=1[O:13][CH:12]([C:15]([F:18])([F:17])[F:16])[C:11]([C:19]([OH:21])=[O:20])=[CH:10]2)([CH3:4])[CH3:3]. (2) Reactant: Cl[C:2]1[N:7]=[C:6]([O:8][CH2:9][C:10]2[CH:15]=[CH:14][N:13]=[C:12]([C:16]([NH:18][CH3:19])=[O:17])[CH:11]=2)[C:5]([C:20]#[N:21])=[C:4]([C:22]2[CH:27]=[CH:26][C:25]([F:28])=[CH:24][CH:23]=2)[C:3]=1[C:29]#[N:30].Cl.[NH:32]1[CH2:35][CH:34]([OH:36])[CH2:33]1.C(N(CC)CC)C. Product: [C:20]([C:5]1[C:6]([O:8][CH2:9][C:10]2[CH:15]=[CH:14][N:13]=[C:12]([C:16]([NH:18][CH3:19])=[O:17])[CH:11]=2)=[N:7][C:2]([N:32]2[CH2:35][CH:34]([OH:36])[CH2:33]2)=[C:3]([C:29]#[N:30])[C:4]=1[C:22]1[CH:27]=[CH:26][C:25]([F:28])=[CH:24][CH:23]=1)#[N:21]. The catalyst class is: 3. (3) Reactant: [Cl:1][C:2]1[CH:3]=[C:4]2[C:9](=[CH:10][CH:11]=1)[O:8][CH2:7][CH2:6][CH:5]2[NH:12][C:13]1[CH:18]=[C:17](F)[CH:16]=[CH:15][C:14]=1[S:20]([CH3:23])(=[O:22])=[O:21].[NH:24]1[CH2:29][CH2:28][NH:27][CH2:26][CH2:25]1.C(N(CC)C(C)C)(C)C. Product: [ClH:1].[Cl:1][C:2]1[CH:3]=[C:4]2[C:9](=[CH:10][CH:11]=1)[O:8][CH2:7][CH2:6][CH:5]2[NH:12][C:13]1[CH:18]=[C:17]([N:24]2[CH2:29][CH2:28][NH:27][CH2:26][CH2:25]2)[CH:16]=[CH:15][C:14]=1[S:20]([CH3:23])(=[O:22])=[O:21]. The catalyst class is: 10. (4) Reactant: [CH3:1][O:2][C:3]1[CH:8]=[CH:7][CH:6]=[CH:5][C:4]=1[CH2:9][NH:10][CH:11]1[CH2:16][CH2:15][N:14]([C:17]([O:19][C:20]([CH3:23])([CH3:22])[CH3:21])=[O:18])[CH2:13][CH2:12]1.C(N(C(C)C)CC)(C)C.[CH3:33][O:34][C:35]1[CH:40]=[CH:39][C:38]([CH2:41][C:42](Cl)=[O:43])=[CH:37][CH:36]=1.O. Product: [CH3:1][O:2][C:3]1[CH:8]=[CH:7][CH:6]=[CH:5][C:4]=1[CH2:9][N:10]([CH:11]1[CH2:16][CH2:15][N:14]([C:17]([O:19][C:20]([CH3:23])([CH3:22])[CH3:21])=[O:18])[CH2:13][CH2:12]1)[C:42](=[O:43])[CH2:41][C:38]1[CH:39]=[CH:40][C:35]([O:34][CH3:33])=[CH:36][CH:37]=1. The catalyst class is: 4.